From a dataset of Full USPTO retrosynthesis dataset with 1.9M reactions from patents (1976-2016). Predict the reactants needed to synthesize the given product. (1) Given the product [OH:1][C:2]1[CH:7]=[CH:6][C:5]([C:8]2[C:16]3[C:15]([NH:17][C@H:18]([C:20]4[N:25]([C:26]5[CH:31]=[CH:30][CH:29]=[CH:28][CH:27]=5)[C:24](=[O:32])[C:23]5=[C:33]([CH3:36])[CH:34]=[CH:35][N:22]5[N:21]=4)[CH3:19])=[N:14][CH:13]=[N:12][C:11]=3[NH:10][CH:9]=2)=[CH:4][CH:3]=1, predict the reactants needed to synthesize it. The reactants are: [OH:1][C:2]1[CH:7]=[CH:6][C:5]([C:8]2[C:16]3[C:15]([NH:17][C@H:18]([C:20]4[N:25]([C:26]5[CH:31]=[CH:30][CH:29]=[CH:28][CH:27]=5)[C:24](=[O:32])[C:23]5=[C:33]([CH3:36])[CH:34]=[CH:35][N:22]5[N:21]=4)[CH3:19])=[N:14][CH:13]=[N:12][C:11]=3[N:10](COCC[Si](C)(C)C)[CH:9]=2)=[CH:4][CH:3]=1.FC(F)(F)C(O)=O.N. (2) The reactants are: C(O[C:6]([C:8]1[N:9]=[C:10]([C:26]#[N:27])[C:11]2[C:16]([C:17]=1[OH:18])=[CH:15][CH:14]=[C:13]([S:19][C:20]1[CH:25]=[CH:24][CH:23]=[CH:22][CH:21]=1)[CH:12]=2)=[O:7])CCC.[CH3:28][O:29][C:30](=[O:36])[C:31]([CH3:35])([CH3:34])[CH2:32][NH2:33]. Given the product [CH3:28][O:29][C:30](=[O:36])[C:31]([CH3:35])([CH3:34])[CH2:32][NH:33][C:6]([C:8]1[N:9]=[C:10]([C:26]#[N:27])[C:11]2[C:16]([C:17]=1[OH:18])=[CH:15][CH:14]=[C:13]([S:19][C:20]1[CH:25]=[CH:24][CH:23]=[CH:22][CH:21]=1)[CH:12]=2)=[O:7], predict the reactants needed to synthesize it. (3) Given the product [F:10][C:8]1[CH:7]=[CH:6][C:3]([NH:4][CH3:5])=[C:2]([B:14]2[O:15][C:16]([CH3:18])([CH3:17])[C:12]([CH3:28])([CH3:11])[O:13]2)[CH:9]=1, predict the reactants needed to synthesize it. The reactants are: Br[C:2]1[CH:9]=[C:8]([F:10])[CH:7]=[CH:6][C:3]=1[NH:4][CH3:5].[CH3:11][C:12]1([CH3:28])[C:16]([CH3:18])([CH3:17])[O:15][B:14]([B:14]2[O:15][C:16]([CH3:18])([CH3:17])[C:12]([CH3:28])([CH3:11])[O:13]2)[O:13]1.C([O-])(=O)C.[K+]. (4) Given the product [NH:26]1[CH2:27][CH2:28][CH2:29][C@H:24]([NH:23][C:15]2[N:14]=[C:13]([NH:12][C:7]3[CH:8]=[CH:9][CH:10]=[CH:11][C:6]=3[NH:5][C:1](=[O:4])[CH:2]=[CH2:3])[C:18]([C:19]([F:22])([F:20])[F:21])=[CH:17][N:16]=2)[CH2:25]1, predict the reactants needed to synthesize it. The reactants are: [C:1]([NH:5][C:6]1[CH:11]=[CH:10][CH:9]=[CH:8][C:7]=1[NH:12][C:13]1[C:18]([C:19]([F:22])([F:21])[F:20])=[CH:17][N:16]=[C:15]([NH:23][C@H:24]2[CH2:29][CH2:28][CH2:27][N:26](C(OC(C)(C)C)=O)[CH2:25]2)[N:14]=1)(=[O:4])[CH:2]=[CH2:3].FC(F)(F)C(O)=O.CO. (5) Given the product [CH:18]([N:17]1[C:11]2[CH:10]=[C:9]([NH:8][C:6]3[CH:5]=[CH:4][N:3]=[C:2]([N:28]4[CH2:29][CH2:30][N:25]([S:22]([CH3:21])(=[O:24])=[O:23])[CH2:26][CH2:27]4)[N:7]=3)[N:14]=[CH:13][C:12]=2[N:15]=[CH:16]1)([CH3:20])[CH3:19], predict the reactants needed to synthesize it. The reactants are: Cl[C:2]1[N:7]=[C:6]([NH:8][C:9]2[N:14]=[CH:13][C:12]3[N:15]=[CH:16][N:17]([CH:18]([CH3:20])[CH3:19])[C:11]=3[CH:10]=2)[CH:5]=[CH:4][N:3]=1.[CH3:21][S:22]([N:25]1[CH2:30][CH2:29][NH:28][CH2:27][CH2:26]1)(=[O:24])=[O:23].C(N(CC)CC)C. (6) Given the product [C:1]([O:5][C:6]([NH:8][CH:9]1[CH2:10][CH:11]([CH2:13][C:14]([O:16][CH2:17][CH3:18])=[O:15])[CH2:12]1)=[O:7])([CH3:4])([CH3:3])[CH3:2], predict the reactants needed to synthesize it. The reactants are: [C:1]([O:5][C:6]([NH:8][CH:9]1[CH2:12][C:11](=[CH:13][C:14]([O:16][CH2:17][CH3:18])=[O:15])[CH2:10]1)=[O:7])([CH3:4])([CH3:3])[CH3:2]. (7) Given the product [F:15][C:16]1[CH:21]=[CH:20][C:19]([C:2]2[CH:11]=[CH:10][CH:9]=[C:8]3[C:3]=2[CH:4]=[C:5]([O:13][CH3:14])[C:6](=[O:12])[NH:7]3)=[CH:18][CH:17]=1, predict the reactants needed to synthesize it. The reactants are: Br[C:2]1[CH:11]=[CH:10][CH:9]=[C:8]2[C:3]=1[CH:4]=[C:5]([O:13][CH3:14])[C:6](=[O:12])[NH:7]2.[F:15][C:16]1[CH:21]=[CH:20][C:19](B(O)O)=[CH:18][CH:17]=1.C([O-])([O-])=O.[Na+].[Na+]. (8) Given the product [CH2:1]([O:3][C:4]1[CH:9]=[CH:8][C:7]([NH:10][C:25]([NH:24][C:21]2[CH:20]=[C:19]([CH3:18])[O:23][N:22]=2)=[O:26])=[C:6]([NH:11][C:12]2[CH:17]=[CH:16][CH:15]=[CH:14][N:13]=2)[CH:5]=1)[CH3:2], predict the reactants needed to synthesize it. The reactants are: [CH2:1]([O:3][C:4]1[CH:5]=[C:6]([NH:11][C:12]2[CH:17]=[CH:16][CH:15]=[CH:14][N:13]=2)[C:7]([NH2:10])=[CH:8][CH:9]=1)[CH3:2].[CH3:18][C:19]1[O:23][N:22]=[C:21]([NH:24][C:25](=O)[O:26]C2C=CC=CC=2)[CH:20]=1. (9) Given the product [CH:17]([NH:16][C:5]1[C:4]([CH2:3][C:25]2[C:24]3[C:29](=[CH:30][C:31]([O:32][CH3:33])=[C:22]([O:21][CH3:20])[CH:23]=3)[C:28]([CH2:34][CH2:35][CH3:36])=[N:27][C:26]=2[OH:37])=[CH:13][C:12]2[C:7](=[CH:8][CH:9]=[C:10]([O:14][CH3:15])[CH:11]=2)[N:6]=1)([CH3:19])[CH3:18], predict the reactants needed to synthesize it. The reactants are: Cl.Cl[CH2:3][C:4]1[C:5]([NH:16][CH:17]([CH3:19])[CH3:18])=[N:6][C:7]2[C:12]([CH:13]=1)=[CH:11][C:10]([O:14][CH3:15])=[CH:9][CH:8]=2.[CH3:20][O:21][C:22]1[CH:23]=[C:24]2[C:29](=[CH:30][C:31]=1[O:32][CH3:33])[C:28]([CH2:34][CH2:35][CH3:36])=[N:27][C:26]([OH:37])=[CH:25]2.[Li+].[OH-]. (10) The reactants are: [CH3:1][O:2][C:3]([C:5]1[S:34][C:8]2[N:9]=[CH:10][N:11]=[C:12]([NH:13][C:14]3[CH:19]=[CH:18][C:17]([F:20])=[CH:16][C:15]=3[O:21][CH:22]3[CH2:26][CH2:25][N:24](C(OC(C)(C)C)=O)[CH2:23]3)[C:7]=2[C:6]=1[CH3:35])=[O:4].Cl. Given the product [CH3:1][O:2][C:3]([C:5]1[S:34][C:8]2[N:9]=[CH:10][N:11]=[C:12]([NH:13][C:14]3[CH:19]=[CH:18][C:17]([F:20])=[CH:16][C:15]=3[O:21][CH:22]3[CH2:26][CH2:25][NH:24][CH2:23]3)[C:7]=2[C:6]=1[CH3:35])=[O:4], predict the reactants needed to synthesize it.